This data is from Reaction yield outcomes from USPTO patents with 853,638 reactions. The task is: Predict the reaction yield, written as a fraction of the theoretical maximum amount of product (1.0 means a 100% yield; for example, 0.34 means a 34% yield). The reactants are [C:1]([O:5][C:6]([NH:8][C@@H:9]1[CH2:14][CH2:13][C@@H:12]([C:15](=[O:17])[NH2:16])[CH2:11][C@@H:10]1[O:18]C(=O)C1C=CC([N+]([O-])=O)=CC=1)=[O:7])([CH3:4])([CH3:3])[CH3:2].C(=O)([O-])[O-].[K+].[K+]. The catalyst is CO. The yield is 0.710. The product is [OH:18][C@@H:10]1[C@H:9]([NH:8][C:6]([O:5][C:1]([CH3:2])([CH3:3])[CH3:4])=[O:7])[CH2:14][CH2:13][C@@H:12]([C:15]([NH2:16])=[O:17])[CH2:11]1.